From a dataset of Forward reaction prediction with 1.9M reactions from USPTO patents (1976-2016). Predict the product of the given reaction. (1) Given the reactants [C:1]([C:3]1[S:4][C:5]2[CH:11]=[C:10]([OH:12])[CH:9]=[CH:8][C:6]=2[N:7]=1)#[N:2].C(=O)([O-])[O-].[K+].[K+].[F:19][C:20]([F:30])([F:29])[C:21]1[CH:28]=[CH:27][C:24]([CH2:25]Br)=[CH:23][CH:22]=1, predict the reaction product. The product is: [F:19][C:20]([F:29])([F:30])[C:21]1[CH:28]=[CH:27][C:24]([CH2:25][O:12][C:10]2[CH:9]=[CH:8][C:6]3[N:7]=[C:3]([C:1]#[N:2])[S:4][C:5]=3[CH:11]=2)=[CH:23][CH:22]=1. (2) Given the reactants C(OC([NH:11][C@@H:12]([CH2:20][NH:21][C:22](=[O:35])[C:23]1[CH:28]=[CH:27][C:26]([CH2:29][CH2:30][C:31]([O:33][CH3:34])=[O:32])=[CH:25][CH:24]=1)[C:13]([O:15][C:16]([CH3:19])([CH3:18])[CH3:17])=[O:14])=O)C1C=CC=CC=1.C(O)(=O)C.[H][H], predict the reaction product. The product is: [C:16]([O:15][C:13](=[O:14])[C@@H:12]([NH2:11])[CH2:20][NH:21][C:22](=[O:35])[C:23]1[CH:24]=[CH:25][C:26]([CH2:29][CH2:30][C:31]([O:33][CH3:34])=[O:32])=[CH:27][CH:28]=1)([CH3:19])([CH3:17])[CH3:18]. (3) Given the reactants C([O:3][C:4]([C:6]1([C:9]2[CH:14]=[CH:13][C:12]([C:15]3[CH:20]=[CH:19][C:18]([C:21]4[S:22][C:23]([Cl:39])=[CH:24][C:25]=4[NH:26][C:27]([O:29][C@@H:30]([C:32]4[CH:37]=[CH:36][CH:35]=[CH:34][C:33]=4[Cl:38])[CH3:31])=[O:28])=[CH:17][C:16]=3[N+:40]([O-:42])=[O:41])=[CH:11][CH:10]=2)[CH2:8][CH2:7]1)=[O:5])C.[OH-].[Na+].Cl, predict the reaction product. The product is: [Cl:39][C:23]1[S:22][C:21]([C:18]2[CH:19]=[CH:20][C:15]([C:12]3[CH:13]=[CH:14][C:9]([C:6]4([C:4]([OH:5])=[O:3])[CH2:7][CH2:8]4)=[CH:10][CH:11]=3)=[C:16]([N+:40]([O-:42])=[O:41])[CH:17]=2)=[C:25]([NH:26][C:27]([O:29][C@@H:30]([C:32]2[CH:37]=[CH:36][CH:35]=[CH:34][C:33]=2[Cl:38])[CH3:31])=[O:28])[CH:24]=1. (4) Given the reactants [OH:1][C:2]12[CH2:11][CH:6]3[CH2:7][CH:8]([CH2:10][CH:4]([C:5]3=O)[CH2:3]1)[CH2:9]2.[NH3:13], predict the reaction product. The product is: [NH2:13][CH:5]1[CH:6]2[CH2:11][C:2]3([OH:1])[CH2:9][CH:8]([CH2:10][CH:4]1[CH2:3]3)[CH2:7]2. (5) The product is: [CH3:1][O:2][C:3](=[O:4])[C:5]1[CH:6]=[CH:7][C:8]([CH3:22])=[C:9]([N:11]2[C:16]([CH3:17])=[CH:15][C:14]([CH2:18][OH:19])=[CH:13][C:12]2=[O:21])[CH:10]=1. Given the reactants [CH3:1][O:2][C:3]([C:5]1[CH:6]=[CH:7][C:8]([CH3:22])=[C:9]([N:11]2[C:16]([CH3:17])=[CH:15][C:14]([C:18](O)=[O:19])=[CH:13][C:12]2=[O:21])[CH:10]=1)=[O:4].C(N(CC)CC)C.ClC(OCC)=O.[BH4-].[Na+], predict the reaction product. (6) Given the reactants [O:1]1[C:5]2[CH:6]=[CH:7][CH:8]=[CH:9][C:4]=2[CH:3]=[C:2]1[C:10]1[N:14]2[N:15]=[C:16](Cl)[CH:17]=[CH:18][C:13]2=[N:12][CH:11]=1.[NH2:20][CH2:21][CH:22]([OH:30])[CH2:23][N:24]1[CH2:29][CH2:28][CH2:27][CH2:26][CH2:25]1, predict the reaction product. The product is: [O:1]1[C:5]2[CH:6]=[CH:7][CH:8]=[CH:9][C:4]=2[CH:3]=[C:2]1[C:10]1[N:14]2[N:15]=[C:16]([NH:20][CH2:21][CH:22]([OH:30])[CH2:23][N:24]3[CH2:25][CH2:26][CH2:27][CH2:28][CH2:29]3)[CH:17]=[CH:18][C:13]2=[N:12][CH:11]=1. (7) The product is: [Cl:1][C:2]1[CH:3]=[CH:4][C:5]([N:15]2[CH:19]=[C:18]([C:20]([OH:23])([CH3:21])[CH3:22])[N:17]=[N:16]2)=[C:6]([C:8]2[N:13]=[CH:12][N:11]([C@@H:25]3[C:41]4[CH:42]=[C:37]([CH:38]=[CH:39][N:40]=4)[C:36]4[N:35]([CH:43]([F:44])[F:45])[N:34]=[CH:33][C:32]=4[NH:31][C:30](=[O:46])[C@H:29]([CH3:47])[CH2:28][CH2:27][CH2:26]3)[C:10](=[O:14])[CH:9]=2)[CH:7]=1. Given the reactants [Cl:1][C:2]1[CH:3]=[CH:4][C:5]([N:15]2[CH:19]=[C:18]([C:20]([OH:23])([CH3:22])[CH3:21])[N:17]=[N:16]2)=[C:6]([C:8]2[N:13]=[CH:12][N:11]=[C:10]([OH:14])[CH:9]=2)[CH:7]=1.N[C@@H:25]1[C:41]2[CH:42]=[C:37]([CH:38]=[CH:39][N:40]=2)[C:36]2[N:35]([CH:43]([F:45])[F:44])[N:34]=[CH:33][C:32]=2[NH:31][C:30](=[O:46])[C@H:29]([CH3:47])[CH2:28][CH2:27][CH2:26]1.CN(C(ON1N=NC2C=CC=NC1=2)=[N+](C)C)C.F[P-](F)(F)(F)(F)F.C1CCN2C(=NCCC2)CC1, predict the reaction product. (8) Given the reactants [CH3:1][N:2]1[C@@H:12]2[CH2:13][C:14]3[CH:19]=[CH:18][C:17]([OH:20])=[C:16]4[O:21][C@H:6]5[C:7]([CH:9]=[CH:10][C@:11]2([OH:22])[C@:5]5([C:15]=34)[CH2:4][CH2:3]1)=[O:8].[CH2:23]1[CH2:26][CH2:25][CH:24]1C=O.C(O)=O.C(N(CC)CC)C, predict the reaction product. The product is: [CH:23]1([CH2:1][N:2]2[CH2:3][CH2:4][C@@:5]34[C:15]5[C:14]6[CH2:13][C@@H:12]2[C@:11]3([OH:22])[CH2:10][CH2:9][C:7](=[O:8])[C@@H:6]4[O:21][C:16]=5[C:17]([OH:20])=[CH:18][CH:19]=6)[CH2:26][CH2:25][CH2:24]1.